This data is from Forward reaction prediction with 1.9M reactions from USPTO patents (1976-2016). The task is: Predict the product of the given reaction. (1) Given the reactants C(O)(C(F)(F)F)=O.C(OC([NH:15][C@H:16]1[C:24]2[C:19](=[CH:20][CH:21]=[C:22]([C:25]([O:27][CH3:28])=[O:26])[CH:23]=2)[CH2:18][CH2:17]1)=O)(C)(C)C, predict the reaction product. The product is: [CH3:28][O:27][C:25]([C:22]1[CH:23]=[C:24]2[C:19](=[CH:20][CH:21]=1)[CH2:18][CH2:17][C@H:16]2[NH2:15])=[O:26]. (2) Given the reactants [Br:1][C:2]1[C:10]([Cl:11])=[CH:9][C:5]([C:6](O)=[O:7])=[C:4]([F:12])[CH:3]=1.[CH3:13][S:14]([NH2:17])(=[O:16])=[O:15].CCN=C=NCCCN(C)C.Cl, predict the reaction product. The product is: [Br:1][C:2]1[C:10]([Cl:11])=[CH:9][C:5]([C:6]([NH:17][S:14]([CH3:13])(=[O:16])=[O:15])=[O:7])=[C:4]([F:12])[CH:3]=1. (3) Given the reactants F.[Si]([O:9][C:10]1[CH:15]=[CH:14][C:13]([C:16]2[O:17][C:18]3[C:24]([CH:25]=[CH2:26])=[CH:23][CH:22]=[CH:21][C:19]=3[N:20]=2)=[CH:12][C:11]=1[F:27])(C(C)(C)C)(C)C.C1C[O:31]CC1.C(#N)C, predict the reaction product. The product is: [F:27][C:11]1[CH:12]=[C:13]([C:16]2[O:17][C:18]3[C:24]([CH:25]=[CH2:26])=[CH:23][C:22]([OH:31])=[CH:21][C:19]=3[N:20]=2)[CH:14]=[CH:15][C:10]=1[OH:9]. (4) The product is: [Cl:32][C:33]1[CH:41]=[CH:40][CH:39]=[C:38]([CH3:42])[C:34]=1[C:35]([NH:29][CH2:28][CH2:27][CH:26]([N:23]1[CH2:22][CH2:21][CH:20]([N:10]([CH2:11][C:12]2[CH:17]=[CH:16][CH:15]=[C:14]([C:18]#[N:19])[CH:13]=2)[C:7]2[CH:6]=[CH:5][C:4]([C:3]([OH:2])=[O:31])=[CH:9][CH:8]=2)[CH2:25][CH2:24]1)[CH3:30])=[O:36]. Given the reactants C[O:2][C:3](=[O:31])[C:4]1[CH:9]=[CH:8][C:7]([N:10]([CH:20]2[CH2:25][CH2:24][N:23]([CH:26]([CH3:30])[CH2:27][CH2:28][NH2:29])[CH2:22][CH2:21]2)[CH2:11][C:12]2[CH:17]=[CH:16][CH:15]=[C:14]([C:18]#[N:19])[CH:13]=2)=[CH:6][CH:5]=1.[Cl:32][C:33]1[CH:41]=[CH:40][CH:39]=[C:38]([CH3:42])[C:34]=1[C:35](O)=[O:36], predict the reaction product. (5) The product is: [NH3:6].[NH2:55][C:50]1[CH:49]=[C:48]([C:44]([CH3:47])([CH3:45])[CH3:46])[CH:53]=[CH:52][C:51]=1[NH:54][C:32](=[O:33])[CH2:31][CH2:30][CH2:29][CH2:28][N:27]([CH2:26][C@@H:18]1[C@@H:19]2[C@@H:20]([O:21][C:22]([CH3:24])([CH3:25])[O:23]2)[C@H:16]([N:13]2[C:9]3[N:10]=[CH:11][N:12]=[C:7]([NH:6][CH2:5][C:4]4[CH:38]=[CH:39][C:40]([O:42][CH3:43])=[CH:41][C:3]=4[O:2][CH3:1])[C:8]=3[CH:15]=[CH:14]2)[O:17]1)[CH:35]([CH3:36])[CH3:37]. Given the reactants [CH3:1][O:2][C:3]1[CH:41]=[C:40]([O:42][CH3:43])[CH:39]=[CH:38][C:4]=1[CH2:5][NH:6][C:7]1[C:8]2[CH:15]=[CH:14][N:13]([C@H:16]3[C@@H:20]4[O:21][C:22]([CH3:25])([CH3:24])[O:23][C@@H:19]4[C@@H:18]([CH2:26][N:27]([CH:35]([CH3:37])[CH3:36])[CH2:28][CH2:29][CH2:30][CH2:31][C:32](O)=[O:33])[O:17]3)[C:9]=2[N:10]=[CH:11][N:12]=1.[C:44]([C:48]1[CH:49]=[C:50]([NH2:55])[C:51]([NH2:54])=[CH:52][CH:53]=1)([CH3:47])([CH3:46])[CH3:45].C(N(CC)C(C)C)(C)C.C1CN([P+](ON2N=NC3C=CC=CC2=3)(N2CCCC2)N2CCCC2)CC1.F[P-](F)(F)(F)(F)F, predict the reaction product. (6) The product is: [CH2:33]([NH:35][C:4](=[O:5])[C:3]1[CH:7]=[CH:8][C:9]([C:11]2[CH:12]=[N:13][C:14]3[N:15]([C:17]([C:20]4([C:23]5[CH:24]=[C:25]6[C:30](=[CH:31][CH:32]=5)[N:29]=[CH:28][CH:27]=[CH:26]6)[CH2:22][CH2:21]4)=[N:18][N:19]=3)[N:16]=2)=[CH:10][C:2]=1[F:1])[CH3:34]. Given the reactants [F:1][C:2]1[CH:10]=[C:9]([C:11]2[CH:12]=[N:13][C:14]3[N:15]([C:17]([C:20]4([C:23]5[CH:24]=[C:25]6[C:30](=[CH:31][CH:32]=5)[N:29]=[CH:28][CH:27]=[CH:26]6)[CH2:22][CH2:21]4)=[N:18][N:19]=3)[N:16]=2)[CH:8]=[CH:7][C:3]=1[C:4](O)=[O:5].[CH2:33]([NH2:35])[CH3:34].F[P-](F)(F)(F)(F)F.N1(O[P+](N(C)C)(N(C)C)N(C)C)C2C=CC=CC=2N=N1.C(N(CC)C(C)C)(C)C, predict the reaction product. (7) Given the reactants [NH2:1][C:2]1[CH:3]=[N:4][C:5]2[C:10]([C:11]=1[NH:12][C@H:13]1[CH2:18][CH2:17][N:16]([C:19]([O:21][C:22]([CH3:25])([CH3:24])[CH3:23])=[O:20])[CH2:15][C@@H:14]1[F:26])=[CH:9][C:8]([Br:27])=[C:7]([F:28])[CH:6]=2.CO.C(Cl)Cl.[CH2:34](C(CC)(CC)C([O-])([O-])[O-])[CH3:35], predict the reaction product. The product is: [Br:27][C:8]1[C:7]([F:28])=[CH:6][C:5]2[N:4]=[CH:3][C:2]3[N:1]=[C:34]([CH3:35])[N:12]([C@H:13]4[CH2:18][CH2:17][N:16]([C:19]([O:21][C:22]([CH3:25])([CH3:23])[CH3:24])=[O:20])[CH2:15][C@@H:14]4[F:26])[C:11]=3[C:10]=2[CH:9]=1.